Dataset: NCI-60 drug combinations with 297,098 pairs across 59 cell lines. Task: Regression. Given two drug SMILES strings and cell line genomic features, predict the synergy score measuring deviation from expected non-interaction effect. Drug 1: CNC(=O)C1=CC=CC=C1SC2=CC3=C(C=C2)C(=NN3)C=CC4=CC=CC=N4. Drug 2: CC1CCC2CC(C(=CC=CC=CC(CC(C(=O)C(C(C(=CC(C(=O)CC(OC(=O)C3CCCCN3C(=O)C(=O)C1(O2)O)C(C)CC4CCC(C(C4)OC)O)C)C)O)OC)C)C)C)OC. Cell line: NCI-H322M. Synergy scores: CSS=25.6, Synergy_ZIP=7.55, Synergy_Bliss=9.27, Synergy_Loewe=-13.2, Synergy_HSA=8.78.